Dataset: Catalyst prediction with 721,799 reactions and 888 catalyst types from USPTO. Task: Predict which catalyst facilitates the given reaction. (1) Reactant: [CH2:1]([N:8]1[C:16]2[C:11](=[CH:12][C:13]([C:17]([OH:26])([C:22]([F:25])([F:24])[F:23])[C:18]([F:21])([F:20])[F:19])=[CH:14][CH:15]=2)[CH2:10][CH2:9]1)[C:2]1[CH:7]=[CH:6][CH:5]=[CH:4][CH:3]=1. Product: [CH2:1]([N:8]1[C:16]2[C:11](=[CH:12][C:13]([C:17]([OH:26])([C:18]([F:21])([F:19])[F:20])[C:22]([F:23])([F:24])[F:25])=[CH:14][CH:15]=2)[CH:10]=[CH:9]1)[C:2]1[CH:3]=[CH:4][CH:5]=[CH:6][CH:7]=1. The catalyst class is: 784. (2) Reactant: [O:1]1[C@@H:5]2[O:6][CH2:7][C:8](=[O:10])[CH2:9][C@@H:4]2[CH2:3][CH2:2]1.CCC(C)[BH-](C(C)CC)C(C)CC.[Li+]. Product: [O:1]1[C@@H:5]2[O:6][CH2:7][C@H:8]([OH:10])[CH2:9][C@@H:4]2[CH2:3][CH2:2]1. The catalyst class is: 2. (3) Reactant: [Cl:1][C:2]1[C:7]([Cl:8])=[CH:6][CH:5]=[CH:4][C:3]=1[S:9]([NH:12][C:13]1[C:18](Cl)=[N:17][CH:16]=[CH:15][N:14]=1)(=[O:11])=[O:10].[C:20](O)(=O)C[C:22](CC(O)=O)([C:24]([OH:26])=[O:25])[OH:23]. Product: [C:24]([O:26][CH2:18][CH3:13])(=[O:25])[CH3:22].[CH3:4][CH2:5][CH2:6][CH:7]([CH3:2])[CH3:20].[Cl:1][C:2]1[C:7]([Cl:8])=[CH:6][CH:5]=[CH:4][C:3]=1[S:9]([NH:12][C:13]1[C:18]([O:23][CH3:22])=[N:17][CH:16]=[CH:15][N:14]=1)(=[O:11])=[O:10]. The catalyst class is: 779. (4) Reactant: Cl[C:2]1[CH:3]=[CH:4][C:5]2[N:6]([CH:8]=[CH:9][N:10]=2)[N:7]=1.[NH2:11][C:12]1[CH:17]=[CH:16][C:15]([OH:18])=[CH:14][CH:13]=1.C(=O)([O-])[O-].[K+].[K+].CN1CCCC1=O. The catalyst class is: 74. Product: [N:10]1[CH:9]=[CH:8][N:6]2[C:5]=1[CH:4]=[CH:3][C:2]([O:18][C:15]1[CH:16]=[CH:17][C:12]([NH2:11])=[CH:13][CH:14]=1)=[N:7]2. (5) Reactant: [CH:1]1([CH2:7][CH2:8][O:9][C:10]2[CH:11]=[C:12]([CH:16]=[CH:17][CH:18]=2)[C:13]([OH:15])=O)[CH2:6][CH2:5][CH2:4][CH2:3][CH2:2]1.C1C=CC2N(O)N=NC=2C=1.CCN=C=NCCCN(C)C.[CH3:40][CH:41]1[CH2:46][NH:45][CH2:44][CH2:43][NH:42]1. Product: [CH:1]1([CH2:7][CH2:8][O:9][C:10]2[CH:11]=[C:12]([CH:16]=[CH:17][CH:18]=2)[C:13]([N:45]2[CH2:44][CH2:43][NH:42][CH:41]([CH3:40])[CH2:46]2)=[O:15])[CH2:2][CH2:3][CH2:4][CH2:5][CH2:6]1. The catalyst class is: 4.